This data is from Catalyst prediction with 721,799 reactions and 888 catalyst types from USPTO. The task is: Predict which catalyst facilitates the given reaction. (1) Reactant: Br[C:2]1[C:10]2[C:5](=[CH:6][CH:7]=[CH:8][C:9]=2[N+:11]([O-])=O)[N:4]([CH2:14][C:15]2[CH:20]=[CH:19][CH:18]=[C:17]([CH:21]([CH3:23])[CH3:22])[N:16]=2)[N:3]=1. Product: [CH:21]([C:17]1[N:16]=[C:15]([CH2:14][N:4]2[C:5]3[CH:6]=[CH:7][CH:8]=[C:9]([NH2:11])[C:10]=3[CH:2]=[N:3]2)[CH:20]=[CH:19][CH:18]=1)([CH3:23])[CH3:22]. The catalyst class is: 320. (2) Reactant: Br[CH2:2][C:3]1[CH:8]=[CH:7][C:6]([C:9]2[N:13]=[C:12]([C:14]3[O:18][N:17]=[C:16]([C:19]4[CH:24]=[CH:23][CH:22]=[CH:21][N:20]=4)[C:15]=3[C:25]([F:28])([F:27])[F:26])[O:11][N:10]=2)=[CH:5][CH:4]=1.[NH:29]1[CH2:32][CH:31]([C:33]([O:35][C:36]([CH3:39])([CH3:38])[CH3:37])=[O:34])[CH2:30]1.C(O)(=O)C.C(N(CC)CC)C. Product: [N:20]1[CH:21]=[CH:22][CH:23]=[CH:24][C:19]=1[C:16]1[C:15]([C:25]([F:27])([F:26])[F:28])=[C:14]([C:12]2[O:11][N:10]=[C:9]([C:6]3[CH:5]=[CH:4][C:3]([CH2:2][N:29]4[CH2:30][CH:31]([C:33]([O:35][C:36]([CH3:39])([CH3:38])[CH3:37])=[O:34])[CH2:32]4)=[CH:8][CH:7]=3)[N:13]=2)[O:18][N:17]=1. The catalyst class is: 42. (3) Reactant: C(N(CC)CC)C.[CH:8]([C:10]1[C:18]2[C:13](=[CH:14][CH:15]=[CH:16][CH:17]=2)[N:12](C(OC(C)(C)C)=O)[CH:11]=1)=[O:9].[CH3:26][O:27][C:28]1[CH:29]=[C:30]([CH:39]=[CH:40][CH:41]=1)[N:31]=[CH:32][C:33]1[NH:37][CH:36]=[N:35][C:34]=1[CH3:38]. Product: [NH:12]1[C:13]2[C:18](=[CH:17][CH:16]=[CH:15][CH:14]=2)[C:10]([C:8](=[O:9])[CH:32]([NH:31][C:30]2[CH:39]=[CH:40][CH:41]=[C:28]([O:27][CH3:26])[CH:29]=2)[C:33]2[NH:37][CH:36]=[N:35][C:34]=2[CH3:38])=[CH:11]1. The catalyst class is: 433. (4) Reactant: [CH3:1][C:2]([CH3:23])([CH3:22])[C:3]([O:5][CH2:6][C:7]1[NH:16][C:15](=[O:17])[C:14]2[C:9](=[CH:10][C:11]3[CH2:20][CH2:19][C:18](=O)[C:12]=3[CH:13]=2)[N:8]=1)=[O:4].[NH2:24][C:25]1[CH:37]=[CH:36][C:28]([C:29]([O:31][C:32]([CH3:35])([CH3:34])[CH3:33])=[O:30])=[CH:27][CH:26]=1.[B][B][B][B][B][B][B][B][B][B]. Product: [CH3:22][C:2]([CH3:23])([CH3:1])[C:3]([O:5][CH2:6][C:7]1[NH:16][C:15](=[O:17])[C:14]2[C:9](=[CH:10][C:11]3[CH2:20][CH2:19][CH:18]([NH:24][C:25]4[CH:37]=[CH:36][C:28]([C:29]([O:31][C:32]([CH3:33])([CH3:34])[CH3:35])=[O:30])=[CH:27][CH:26]=4)[C:12]=3[CH:13]=2)[N:8]=1)=[O:4]. The catalyst class is: 100. (5) Reactant: Br[CH2:2][C:3]([C:5]1[C:6](=[O:16])[O:7][C:8]2[C:13]([CH:14]=1)=[CH:12][CH:11]=[C:10]([F:15])[CH:9]=2)=O.[CH3:17][C:18]1[N:23]=[N:22][C:21]([NH2:24])=[CH:20][CH:19]=1. Product: [F:15][C:10]1[CH:9]=[C:8]2[C:13]([CH:14]=[C:5]([C:3]3[N:24]=[C:21]4[CH:20]=[CH:19][C:18]([CH3:17])=[N:23][N:22]4[CH:2]=3)[C:6](=[O:16])[O:7]2)=[CH:12][CH:11]=1. The catalyst class is: 23.